From a dataset of Catalyst prediction with 721,799 reactions and 888 catalyst types from USPTO. Predict which catalyst facilitates the given reaction. (1) Reactant: [OH:1][C@@H:2]1[C@@H:6]([CH2:7][C:8]([NH:10][CH3:11])=[O:9])[N:5]([C:12]([O:14][C:15]([CH3:18])([CH3:17])[CH3:16])=[O:13])[C@@H:4]2[CH2:19][O:20][Si:21]([CH:34]([CH3:36])[CH3:35])([CH:31]([CH3:33])[CH3:32])[O:22][Si:23]([CH:28]([CH3:30])[CH3:29])([CH:25]([CH3:27])[CH3:26])[O:24][C@@H:3]12.CC(OI1(OC(C)=O)(OC(C)=O)OC(=O)C2C=CC=CC1=2)=O. Product: [CH:28]([Si:23]1([CH:25]([CH3:27])[CH3:26])[O:24][C@@H:3]2[C@H:4]([N:5]([C:12]([O:14][C:15]([CH3:17])([CH3:16])[CH3:18])=[O:13])[C@H:6]([CH2:7][C:8]([NH:10][CH3:11])=[O:9])[C:2]2=[O:1])[CH2:19][O:20][Si:21]([CH:31]([CH3:33])[CH3:32])([CH:34]([CH3:36])[CH3:35])[O:22]1)([CH3:29])[CH3:30]. The catalyst class is: 158. (2) Reactant: [F:1][C:2]1[CH:26]=[CH:25][C:5]([CH2:6][N:7]2[CH2:16][CH2:15][C:14]3[C:9](=[C:10]([OH:23])[CH:11]=[N+:12]([O-])[C:13]=3[C:17]([O:19][CH2:20][CH3:21])=[O:18])[C:8]2=[O:24])=[CH:4][CH:3]=1.C[O-:28].[Na+:29]. Product: [CH2:20]([O:19][C:17]([C:13]1[NH:12][C:11](=[O:28])[C:10]([O-:23])=[C:9]2[C:14]=1[CH2:15][CH2:16][N:7]([CH2:6][C:5]1[CH:25]=[CH:26][C:2]([F:1])=[CH:3][CH:4]=1)[C:8]2=[O:24])=[O:18])[CH3:21].[Na+:29]. The catalyst class is: 152. (3) Reactant: [CH:1]1([C:6]2[CH:12]=[CH:11][CH:10]=[CH:9][C:7]=2[NH2:8])[CH2:5][CH2:4][CH2:3][CH2:2]1.C(=O)([O-])O.[Na+].[C:18](Cl)(Cl)=[S:19]. Product: [CH:1]1([C:6]2[CH:12]=[CH:11][CH:10]=[CH:9][C:7]=2[N:8]=[C:18]=[S:19])[CH2:2][CH2:3][CH2:4][CH2:5]1. The catalyst class is: 46. (4) Reactant: [NH2:1][C:2](=[N:37]O)[C:3]1[CH:4]=[C:5]([C:9]2[C:18]3[C:13](=[CH:14][C:15]([Cl:20])=[C:16]([CH3:19])[CH:17]=3)[O:12][C:11](=[O:21])[C:10]=2[CH2:22][C:23]([NH:25][C:26]2[CH:31]=[CH:30][C:29]([F:32])=[CH:28][C:27]=2[C:33]([F:36])([F:35])[F:34])=[O:24])[CH:6]=[CH:7][CH:8]=1.[C:39](N1C=CN=C1)(N1C=CN=C1)=[S:40].[OH2:51].Cl. Product: [Cl:20][C:15]1[CH:14]=[C:13]2[C:18]([C:9]([C:5]3[CH:6]=[CH:7][CH:8]=[C:3]([C:2]4[NH:1][C:39](=[O:51])[S:40][N:37]=4)[CH:4]=3)=[C:10]([CH2:22][C:23]([NH:25][C:26]3[CH:31]=[CH:30][C:29]([F:32])=[CH:28][C:27]=3[C:33]([F:35])([F:34])[F:36])=[O:24])[C:11](=[O:21])[O:12]2)=[CH:17][C:16]=1[CH3:19]. The catalyst class is: 1. (5) The catalyst class is: 2. Reactant: [F:1][C:2]([F:14])([F:13])[C:3]1[CH:8]=[CH:7][C:6]([C:9]#[C:10][CH2:11][OH:12])=[CH:5][CH:4]=1.CC(OI1(OC(C)=O)(OC(C)=O)OC(=O)C2C=CC=CC1=2)=O.C1C=CC=CC=1. Product: [F:1][C:2]([F:13])([F:14])[C:3]1[CH:4]=[CH:5][C:6]([C:9]#[C:10][CH:11]=[O:12])=[CH:7][CH:8]=1. (6) Reactant: [CH2:1]([O:3][C:4](=[O:18])[CH:5]([O:15][CH2:16][CH3:17])[CH2:6][C:7]1[CH:12]=[CH:11][C:10]([OH:13])=[C:9]([F:14])[CH:8]=1)[CH3:2].[C:19]1([C:25]2[S:26][CH:27]=[C:28]([CH2:30][CH2:31][CH2:32]O)[N:29]=2)[CH:24]=[CH:23][CH:22]=[CH:21][CH:20]=1.C1(P(C2C=CC=CC=2)C2C=CC=CC=2)C=CC=CC=1.N(C(OCC)=O)=NC(OCC)=O. Product: [CH2:1]([O:3][C:4](=[O:18])[CH:5]([O:15][CH2:16][CH3:17])[CH2:6][C:7]1[CH:12]=[CH:11][C:10]([O:13][CH2:32][CH2:31][CH2:30][C:28]2[N:29]=[C:25]([C:19]3[CH:24]=[CH:23][CH:22]=[CH:21][CH:20]=3)[S:26][CH:27]=2)=[C:9]([F:14])[CH:8]=1)[CH3:2]. The catalyst class is: 7. (7) Reactant: Br[C:2]1[CH:7]=[CH:6][N:5]=[C:4]([O:8][C@H:9]2[CH2:14][N:13]([C:15]([O:17][C:18]([CH3:21])([CH3:20])[CH3:19])=[O:16])[C@H:12]([CH3:22])[CH2:11][CH2:10]2)[CH:3]=1.[CH3:23][O-:24].[Na+]. Product: [CH3:23][O:24][C:2]1[CH:7]=[CH:6][N:5]=[C:4]([O:8][C@H:9]2[CH2:14][N:13]([C:15]([O:17][C:18]([CH3:21])([CH3:20])[CH3:19])=[O:16])[C@H:12]([CH3:22])[CH2:11][CH2:10]2)[CH:3]=1. The catalyst class is: 5. (8) Reactant: [NH2:1][C:2]1[CH:10]=[C:9]([Cl:11])[CH:8]=[CH:7][C:3]=1[C:4]([OH:6])=[O:5].C(=O)(O)[O-].[Na+].[O-]S([O-])(=O)=O.[Na+].[Na+].[C:24](Cl)(=O)[CH2:25][CH:26]([CH3:28])[CH3:27].C(=O)=O. Product: [Cl:11][C:9]1[CH:8]=[CH:7][C:3]2[C:4](=[O:6])[O:5][C:24]([CH2:25][CH:26]([CH3:28])[CH3:27])=[N:1][C:2]=2[CH:10]=1. The catalyst class is: 1.